This data is from Experimentally validated miRNA-target interactions with 360,000+ pairs, plus equal number of negative samples. The task is: Binary Classification. Given a miRNA mature sequence and a target amino acid sequence, predict their likelihood of interaction. (1) The miRNA is hsa-miR-449c-3p with sequence UUGCUAGUUGCACUCCUCUCUGU. The protein sequence of the target gene is MRSAAVLALLLCAGQVTALPVNSPMNKGDTEVMKCIVEVISDTLSKPSPMPVSQECFETLRGDERILSILRHQNLLKELQDLALQGAKERAHQQKKHSGFEDELSEVLENQSSQAELKEAVEEPSSKDVMEKREDSKEAEKSGEATDGARPQALPEPMQESKAEGNNQAPGEEEEEEEEATNTHPPASLPSQKYPGPQAEGDSEGLSQGLVDREKGLSAEPGWQAKREEEEEEEEEAEAGEEAVPEEEGPTVVLNPHPSLGYKEIRKGESRSEALAVDGAGKPGAEEAQDPEGKGEQEHS.... Result: 0 (no interaction). (2) The miRNA is hsa-miR-192-3p with sequence CUGCCAAUUCCAUAGGUCACAG. The protein sequence of the target gene is MTPGTQSPFFLLLLLTVLTVVTGSGHASSTPGGEKETSATQRSSVPSSTEKNAVSMTSSVLSSHSPGSGSSTTQGQDVTLAPATEPASGSAATWGQDVTSVPVTRPALGSTTPPAHDVTSAPDNKPAPGSTAPPAHGVTSAPDTRPAPGSTAPPAHGVTSAPDTRPAPGSTAPPAHGVTSAPDTRPAPGSTAPPAHGVTSAPDTRPAPGSTAPPAHGVTSAPDTRPAPGSTAPPAHGVTSAPDTRPAPGSTAPPAHGVTSAPDTRPAPGSTAPPAHGVTSAPDTRPAPGSTAPPAHGVTS.... Result: 0 (no interaction). (3) The miRNA is hsa-miR-4693-5p with sequence AUACUGUGAAUUUCACUGUCACA. The protein sequence of the target gene is MALVPGRSKEDGLWTRNSPGSSQHPESPRLPNPLWDRGKIGKVEGHQHIQVSTSSACVWQLAYPPVWPNLPAVPIQDFSQKSHLPSIVVESSEVNEESGDLHLPHEELLLLTDGEEEDAEAFFQDQSEEPGWAWSPQDPRSPLRTFNAGLSWGQDQDEEDACWILEDTACLEATNHCPFWDSTGSRVCRSGFVEYSHLLPPNSFEGAEEEAVQTPAGVESGAASEAPGGRGCDRPRADHAAPPQEAGVQCTCQHYTVREEAQKTPPADPACPEREDSHGSGSPFKASQD. Result: 0 (no interaction). (4) The miRNA is hsa-miR-3714 with sequence GAAGGCAGCAGUGCUCCCCUGU. The protein sequence of the target gene is MAGPPALPPPETAAAATTAAAASSSAASPHYQEWILDTIDSLRSRKARPDLERICRMVRRRHGPEPERTRAELEKLIQQRAVLRVSYKGSISYRNAARVQPPRRGATPPAPPRAPRGAPAAAAAAAPPPTPAPPPPPAPVAAAAPARAPRAAAAAATAPPSPGPAQPGPRAQRAAPLAAPPPAPAAPPAVAPPAGPRRAPPPAVAAREPPLPPPPQPPAPPQQQQPPPPQPQPPPEGGAVRAGGAARPVSLREVVRYLGGSGGAGGRLTRGRVQGLLEEEAAARGRLERTRLGALALPRG.... Result: 0 (no interaction). (5) The miRNA is hsa-miR-7973 with sequence UGUGACCCUAGAAUAAUUAC. The protein sequence of the target gene is MLIEDVDALKSWLAKLLEPICDADPSALANYVVALVKKDKPEKELKAFCADQLDVFLQKETSGFVDKLFESLYTKNYLPPLEPVKPEPKPLVQEKEEIKEEVFQEPAEEERDTRKKKYPSPQKSRSESSERRTREKKREDGKWRDYERYYERNELYREKYDWRRGRSKSRSKSRGLSRSRSRSRGRSKDRDPNRNVEHRERSKFKSERNDLESSYVPVSAPPPSSSEQYSSGAQSIPSTVTVIAPAHHSENTTESWSNYYNNHSSSNSFGRNPPPKRRCRDYDERGFCVLGDLCQFDHGN.... Result: 0 (no interaction). (6) The miRNA is hsa-miR-891a-5p with sequence UGCAACGAACCUGAGCCACUGA. The protein sequence of the target gene is MGEDAAQAEKFQHPGSDMRQEKPSSPSPMPSSTPSPSLNLGNTEEAIRDNSQVNAVTVLTLLDKLVNMLDAVQENQHKMEQRQISLEGSVKGIQNDLTKLSKYQASTSNTVSKLLEKSRKVSAHTRAVKERMDRQCAQVKRLENNHAQLLRRNHFKVLIFQEENEIPASVFVKQPVSGAVEGKEELPDENKSLEETLHTVDLSSDDDLPHDEEALEDSAEEKVEESRAEKIKRSSLKKVDSLKKAFSRQNIEKKMNKLGTKIVSVERREKIKKSLTSNHQKISSGKSSPFKVSPLTFGRK.... Result: 0 (no interaction). (7) The miRNA is hsa-miR-769-5p with sequence UGAGACCUCUGGGUUCUGAGCU. The protein sequence of the target gene is MGQEEELLRIAKKLEKMVARKNTEGALDLLKKLHSCQMSIQLLQTTRIGVAVNGVRKHCSDKEVVSLAKVLIKNWKRLLDSPGPPKGEKGEEREKAKKKEKGLECSDWKPEAGLSPPRKKREDPKTRRDSVDSKSSASSSPKRPSVERSNSSKSKAESPKTPSSPLTPTFASSMCLLAPCYLTGDSVRDKCVEMLSAALKADDDYKDYGVNCDKMASEIEDHIYQELKSTDMKYRNRVRSRISNLKDPRNPGLRRNVLSGAISAGLIAKMTAEEMASDELRELRNAMTQEAIREHQMAKT.... Result: 1 (interaction). (8) The miRNA is hsa-miR-5088-3p with sequence UCCCUUCUUCCUGGGCCCUCA. The protein sequence of the target gene is MDKILEAVVTSSYPVSVKQGLVRRVLEAARQPLEREQCLALLALGARLYVGGAEELPRRVGCQLLHVAGRHHPDVFAEFFSARRVLRLLQGGAGPPGPRALACVQLGLQLLPEGPAADEVFALLRREVLRTVCERPGPAACAQVARLLARHPRCVPDGPHRLLFCQQLVRCLGRFRCPAEGEEGAVEFLEQAQQVSGLLAQLWRAQPAAILPCLKELFAVISCAEEEPPSSALASVVQHLPLELMDGVVRNLSNDDSVTDSQMLTAISRMIDWVSWPLGKNIDKWIIALLKGLAAVKKFS.... Result: 0 (no interaction). (9) The miRNA is hsa-miR-6504-5p with sequence UCUGGCUGUGCUGUAAUGCAG. The protein sequence of the target gene is MKDYDELLKYYELYETIGTGGFAKVKLACHVLTGEMVAIKIMDKNALGSDLPRVKTEIDALKSLRHQHICQLYHVLETKNKIFMVLEYCPGGELFDYIISQDRLSEEETRVVFRQILSAVAYVHSQGYAHRDLKPENLLFDENHKLKLIDFGLCAKPKGNKDYHLQTCCGSLAYAAPELIQGKSYLGSEADVWSMGILLYVLMCGFLPFDDDNVMALYKKIMRGKYEVPKWLSPSSILLLQQMLQVDPKKRISMRNLLNHPWVMQDYSCPVEWQSKTPLTHLDEDCVTELSVHHRSSRQT.... Result: 0 (no interaction).